This data is from Cav3 T-type calcium channel HTS with 100,875 compounds. The task is: Binary Classification. Given a drug SMILES string, predict its activity (active/inactive) in a high-throughput screening assay against a specified biological target. (1) The drug is Clc1c(c2onc(n2)c2cccnc2)cccc1. The result is 0 (inactive). (2) The compound is S1C(Cc2nc(SCC(=O)N3CCOCC3)n(c(=O)c12)c1ccccc1)C. The result is 0 (inactive). (3) The drug is Clc1ccc(S(=O)(=O)C2(CC2)C(=O)NCCCN2CCN(CC2)c2cc(Cl)ccc2)cc1. The result is 1 (active).